From a dataset of Catalyst prediction with 721,799 reactions and 888 catalyst types from USPTO. Predict which catalyst facilitates the given reaction. (1) Reactant: [Cl:1][C:2]1[C:11]([O:12][CH3:13])=[CH:10][C:5]([C:6]([NH:8][CH3:9])=[O:7])=[CH:4][C:3]=1/[CH:14]=[CH:15]/[C:16]1[CH:17]=[N:18][C:19]([NH:22][C:23]2[CH:28]=[CH:27][C:26]([N:29]3[CH2:34][C@@H:33]([CH3:35])[NH:32][C@@H:31]([CH3:36])[CH2:30]3)=[CH:25][CH:24]=2)=[N:20][CH:21]=1.CC1C=CC(S(NN)(=O)=O)=CC=1.C([O-])(=O)C.[Na+]. Product: [Cl:1][C:2]1[C:11]([O:12][CH3:13])=[CH:10][C:5]([C:6]([NH:8][CH3:9])=[O:7])=[CH:4][C:3]=1[CH2:14][CH2:15][C:16]1[CH:17]=[N:18][C:19]([NH:22][C:23]2[CH:28]=[CH:27][C:26]([N:29]3[CH2:34][C@@H:33]([CH3:35])[NH:32][C@@H:31]([CH3:36])[CH2:30]3)=[CH:25][CH:24]=2)=[N:20][CH:21]=1. The catalyst class is: 20. (2) Reactant: [CH:1]1[C:18]2[C:17]3[C:12](=[CH:13][CH:14]=[CH:15][CH:16]=3)[C:11]3[C:6](=[CH:7][CH:8]=[CH:9][CH:10]=3)[C:5]=2[CH:4]=[CH:3][C:2]=1B(O)O.Br[C:23]1[CH:36]=[CH:35][C:34]2[C:25](=[CH:26][C:27]3[C:32]([CH:33]=2)=[CH:31][CH:30]=[CH:29][CH:28]=3)[CH:24]=1.C(=O)([O-])[O-].[Na+].[Na+]. Product: [CH:24]1[C:25]2[C:34](=[CH:33][C:32]3[C:27]([CH:26]=2)=[CH:28][CH:29]=[CH:30][CH:31]=3)[CH:35]=[CH:36][C:23]=1[C:14]1[CH:15]=[CH:16][C:17]2[C:18]3[C:5](=[CH:4][CH:3]=[CH:2][CH:1]=3)[C:6]3[C:11](=[CH:10][CH:9]=[CH:8][CH:7]=3)[C:12]=2[CH:13]=1. The catalyst class is: 276. (3) Reactant: [CH3:1][O:2][C:3]1[CH:4]=[C:5]([C:11]([C:13]2[CH:18]=[CH:17][CH:16]=[CH:15][C:14]=2[O:19][CH3:20])=O)[CH:6]=[C:7]([O:9][CH3:10])[CH:8]=1.C(OP([CH2:29][C:30]#[N:31])(=O)OCC)C.C[Si]([N-][Si](C)(C)C)(C)C.[Li+].O1C2C=CC(C(C3C=C(OC)C=C(OC)C=3)=CC#N)=CC=2OCC1. Product: [CH3:1][O:2][C:3]1[CH:4]=[C:5]([C:11]([C:13]2[CH:18]=[CH:17][CH:16]=[CH:15][C:14]=2[O:19][CH3:20])=[CH:29][C:30]#[N:31])[CH:6]=[C:7]([O:9][CH3:10])[CH:8]=1. The catalyst class is: 1. (4) Reactant: [N:1]1([C:7]([O:9][C:10]([CH3:13])([CH3:12])[CH3:11])=[O:8])[CH2:6][CH2:5][NH:4][CH2:3][CH2:2]1.Cl[CH2:15][C@@H:16]1[CH2:18][O:17]1. Product: [O:17]1[CH2:18][C@@H:16]1[CH2:15][N:4]1[CH2:5][CH2:6][N:1]([C:7]([O:9][C:10]([CH3:13])([CH3:12])[CH3:11])=[O:8])[CH2:2][CH2:3]1. The catalyst class is: 8. (5) Reactant: [C:1]([O:5][C:6](=[O:18])[C:7]1[CH:12]=[C:11]([CH:13]=[CH2:14])[N:10]=[C:9]([N:15]([CH3:17])[CH3:16])[CH:8]=1)([CH3:4])([CH3:3])[CH3:2]. Product: [C:1]([O:5][C:6](=[O:18])[C:7]1[CH:12]=[C:11]([CH2:13][CH3:14])[N:10]=[C:9]([N:15]([CH3:16])[CH3:17])[CH:8]=1)([CH3:3])([CH3:4])[CH3:2]. The catalyst class is: 19. (6) Product: [Br:22][CH2:23][C:24]([NH:8][C:7]1[CH:9]=[CH:10][C:4]([CH:1]([CH3:3])[CH3:2])=[CH:5][C:6]=1[C:11]([F:12])([F:13])[F:14])=[O:25]. Reactant: [CH:1]([C:4]1[CH:10]=[CH:9][C:7]([NH2:8])=[C:6]([C:11]([F:14])([F:13])[F:12])[CH:5]=1)([CH3:3])[CH3:2].C(N(CC)CC)C.[Br:22][CH2:23][C:24](Br)=[O:25]. The catalyst class is: 4. (7) Reactant: [O:1]=[C:2]1[CH2:10][CH2:9][CH2:8][C:7]2[N:6]([C:11]3[CH:19]=[CH:18][C:14]([C:15]([OH:17])=O)=[CH:13][CH:12]=3)[CH:5]=[CH:4][C:3]1=2.CN(C(ON1N=NC2C=CC=CC1=2)=[N+](C)C)C.[B-](F)(F)(F)F.C(N(C(C)C)CC)(C)C.[Cl:51][C:52]1[CH:63]=[CH:62][C:55]2[NH:56][C:57]([C@@H:59]([NH2:61])[CH3:60])=[N:58][C:54]=2[CH:53]=1.[Cl:64]Cl. Product: [Cl:64][C:19]1[CH:18]=[C:14]([CH:13]=[CH:12][C:11]=1[N:6]1[C:7]2[CH2:8][CH2:9][CH2:10][C:2](=[O:1])[C:3]=2[CH:4]=[CH:5]1)[C:15]([NH:61][C@H:59]([C:57]1[NH:56][C:55]2[CH:62]=[CH:63][C:52]([Cl:51])=[CH:53][C:54]=2[N:58]=1)[CH3:60])=[O:17]. The catalyst class is: 54. (8) Reactant: F[C:2]1[CH:10]=[CH:9][CH:8]=[C:7]2[C:3]=1[C:4](=[O:18])[N:5]([CH2:12][C:13]1[S:17][CH:16]=[N:15][CH:14]=1)[C:6]2=[O:11].[CH3:19][O:20][C:21]1[CH:36]=[CH:35][CH:34]=[CH:33][C:22]=1[CH2:23][NH:24][C:25]([C@@H:27]1[CH2:32][CH2:31][CH2:30][NH:29][CH2:28]1)=[O:26].C(=O)([O-])[O-].[Cs+].[Cs+]. Product: [CH3:19][O:20][C:21]1[CH:36]=[CH:35][CH:34]=[CH:33][C:22]=1[CH2:23][NH:24][C:25]([C@@H:27]1[CH2:32][CH2:31][CH2:30][N:29]([C:2]2[CH:10]=[CH:9][CH:8]=[C:7]3[C:3]=2[C:4](=[O:18])[N:5]([CH2:12][C:13]2[S:17][CH:16]=[N:15][CH:14]=2)[C:6]3=[O:11])[CH2:28]1)=[O:26]. The catalyst class is: 58. (9) Reactant: C(N(CC)CC)C.[C:8](Cl)(=[O:10])[CH3:9].Cl.[NH2:13][C:14]1[CH:15]=[CH:16][C:17]2[N:18]([C:20]([C:23]([C:25]3[CH:30]=[CH:29][C:28]([N+:31]([O-:33])=[O:32])=[C:27]([O:34][CH3:35])[CH:26]=3)=[O:24])=[N:21][CH:22]=2)[CH:19]=1.C(=O)(O)[O-].[Na+]. Product: [CH3:35][O:34][C:27]1[CH:26]=[C:25]([CH:30]=[CH:29][C:28]=1[N+:31]([O-:33])=[O:32])[C:23]([C:20]1[N:18]2[CH:19]=[C:14]([NH:13][C:8](=[O:10])[CH3:9])[CH:15]=[CH:16][C:17]2=[CH:22][N:21]=1)=[O:24]. The catalyst class is: 325. (10) Reactant: Cl.[CH3:2][O:3][C:4]1[CH:9]=[N:8][C:7]([O:10]C)=[C:6]2[NH:12][CH:13]=[CH:14][C:5]=12.CN1CCCC1=O. Product: [OH:10][C:7]1[N:8]=[CH:9][C:4]([O:3][CH3:2])=[C:5]2[C:6]=1[NH:12][CH:13]=[CH:14]2. The catalyst class is: 6.